This data is from Catalyst prediction with 721,799 reactions and 888 catalyst types from USPTO. The task is: Predict which catalyst facilitates the given reaction. (1) Product: [Cl:1][C:2]1[CH:7]=[CH:6][C:5]([C:8]2[N:12]([CH2:26][C:27]3[CH:28]=[C:29]([C:30]([O:32][CH3:33])=[O:31])[CH:34]=[CH:35][CH:36]=3)[C:11](=[O:13])[N:10]([CH2:14][C:15]([O:17][CH3:18])=[O:16])[N:9]=2)=[CH:4][CH:3]=1. The catalyst class is: 21. Reactant: [Cl:1][C:2]1[CH:7]=[CH:6][C:5]([C:8]2[NH:12][C:11](=[O:13])[N:10]([CH2:14][C:15]([O:17][CH3:18])=[O:16])[N:9]=2)=[CH:4][CH:3]=1.C(=O)([O-])[O-].[Cs+].[Cs+].Br[CH2:26][C:27]1[CH:28]=[C:29]([CH:34]=[CH:35][CH:36]=1)[C:30]([O:32][CH3:33])=[O:31]. (2) Reactant: [CH:1]1([C:6]([N:8]2[CH2:13][CH:12]([C:14]3[CH:19]=[CH:18][C:17]([O:20][CH3:21])=[CH:16][CH:15]=3)[CH2:11][CH:10]([C:22]([O:24][CH2:25][CH3:26])=[O:23])[CH2:9]2)=[O:7])[CH2:5]CC[CH2:2]1.[CH2:27](N(CC)CC)C.C(Cl)(=O)C(C)(C)C. Product: [CH3:2][C:1]([CH3:5])([CH3:27])[C:6]([N:8]1[CH2:13][CH:12]([C:14]2[CH:19]=[CH:18][C:17]([O:20][CH3:21])=[CH:16][CH:15]=2)[CH2:11][CH:10]([C:22]([O:24][CH2:25][CH3:26])=[O:23])[CH2:9]1)=[O:7]. The catalyst class is: 4. (3) Reactant: Br[C:2]1[CH:3]=[C:4]2[C:10]([C@@H:11]([C:13]3[C:18]([O:19][CH3:20])=[CH:17][CH:16]=[C:15]([F:21])[C:14]=3[Cl:22])[CH3:12])=[CH:9][NH:8][C:5]2=[N:6][CH:7]=1.[CH3:23][C:24]1[C:28](B2OC(C)(C)C(C)(C)O2)=[C:27]([CH3:38])[N:26]([CH2:39][C:40]([CH3:43])([OH:42])[CH3:41])[N:25]=1.C([O-])([O-])=O.[K+].[K+].O1CCOCC1. Product: [Cl:22][C:14]1[C:15]([F:21])=[CH:16][CH:17]=[C:18]([O:19][CH3:20])[C:13]=1[C@H:11]([C:10]1[C:4]2[C:5](=[N:6][CH:7]=[C:2]([C:28]3[C:24]([CH3:23])=[N:25][N:26]([CH2:39][C:40]([CH3:41])([OH:42])[CH3:43])[C:27]=3[CH3:38])[CH:3]=2)[NH:8][CH:9]=1)[CH3:12]. The catalyst class is: 103. (4) Reactant: [N:1]1([S:7]([C:10]2[CH:16]=[CH:15][C:13]([NH2:14])=[CH:12][CH:11]=2)(=[O:9])=[O:8])[CH2:6][CH2:5][O:4][CH2:3][CH2:2]1.P(=O)(O)(O)O.[N+]([O-])(O)=O.[N:26]([O-])=O.[Na+].[CH3:30][C:31](=[O:36])[CH2:32][C:33](=[O:35])[CH3:34].C([O-])(=O)C.[K+].C([O-])([O-])=O.[Na+].[Na+]. Product: [N:1]1([S:7]([C:10]2[CH:16]=[CH:15][C:13]([NH:14][N:26]=[C:32]([C:31](=[O:36])[CH3:30])[C:33](=[O:35])[CH3:34])=[CH:12][CH:11]=2)(=[O:9])=[O:8])[CH2:2][CH2:3][O:4][CH2:5][CH2:6]1. The catalyst class is: 8. (5) Reactant: [NH2:1][C:2]1[CH:30]=[CH:29][C:5]([O:6][C:7]2[N:12]=[CH:11][N:10]=[C:9]([NH:13][C:14](=[O:28])[N:15]([CH3:27])[CH:16]3[CH2:21][CH2:20][N:19]([CH:22]4[CH2:25][N:24]([CH3:26])[CH2:23]4)[CH2:18][CH2:17]3)[CH:8]=2)=[C:4]([F:31])[CH:3]=1.[C@]12(CS(O)(=O)=O)C(C)(C)C(CC1)CC2=O.[C:47]1([CH2:53][C:54]([N:56]=[C:57]=[S:58])=[O:55])[CH:52]=[CH:51][CH:50]=[CH:49][CH:48]=1.C(OCC)C. Product: [F:31][C:4]1[CH:3]=[C:2]([NH:1][C:57]([NH:56][C:54](=[O:55])[CH2:53][C:47]2[CH:48]=[CH:49][CH:50]=[CH:51][CH:52]=2)=[S:58])[CH:30]=[CH:29][C:5]=1[O:6][C:7]1[N:12]=[CH:11][N:10]=[C:9]([NH:13][C:14](=[O:28])[N:15]([CH3:27])[CH:16]2[CH2:17][CH2:18][N:19]([CH:22]3[CH2:23][N:24]([CH3:26])[CH2:25]3)[CH2:20][CH2:21]2)[CH:8]=1. The catalyst class is: 548. (6) Reactant: [N:1]([C:9](OC(C)C)=O)=NC(OC(C)C)=O.[C:15]([O:19][C:20](=[O:50])[NH:21][CH2:22][C@H:23]1[CH2:28][CH2:27][C@H:26]([CH2:29][NH:30][C:31]([C:33]2[C:42]3[C:37](=[CH:38][CH:39]=[CH:40][CH:41]=3)[N:36]=[C:35]([C:43]3[CH:48]=[CH:47][C:46]([OH:49])=[CH:45][CH:44]=3)[CH:34]=2)=[O:32])[CH2:25][CH2:24]1)([CH3:18])([CH3:17])[CH3:16].C1(P([C:64]2[CH:69]=CC=CC=2)C2C=CC=CC=2)C=CC=CC=1.[C:70]([O-])(O)=O.[Na+]. Product: [CH3:70][N:1]([CH3:9])[CH2:69][CH2:64][O:49][C:46]1[CH:45]=[CH:44][C:43]([C:35]2[CH:34]=[C:33]([C:31]([NH:30][CH2:29][C@H:26]3[CH2:27][CH2:28][C@H:23]([CH2:22][NH:21][C:20](=[O:50])[O:19][C:15]([CH3:18])([CH3:16])[CH3:17])[CH2:24][CH2:25]3)=[O:32])[C:42]3[C:37](=[CH:38][CH:39]=[CH:40][CH:41]=3)[N:36]=2)=[CH:48][CH:47]=1. The catalyst class is: 49. (7) Reactant: [F:1][C:2]([F:16])([CH2:12][CH2:13][CH2:14][CH3:15])[C:3](=[O:11])[CH2:4]P(=O)(OC)OC.O.[OH-].[Li+].[C:20]([O:23][C@@H:24]1[C@H:28]([CH2:29][CH2:30][CH2:31][CH2:32][CH2:33][CH2:34][C:35]([O:37][CH3:38])=[O:36])[C@@H:27]([CH:39]=O)[C@H:26]([O:41][CH:42]2[CH2:47][CH2:46][CH2:45][CH2:44][O:43]2)[CH2:25]1)(=[O:22])[CH3:21].O. Product: [C:20]([O:23][C@@H:24]1[C@H:28]([CH2:29][CH2:30][CH2:31][CH2:32][CH2:33][CH2:34][C:35]([O:37][CH3:38])=[O:36])[C@@H:27](/[CH:39]=[CH:4]/[C:3](=[O:11])[C:2]([F:1])([F:16])[CH2:12][CH2:13][CH2:14][CH3:15])[C@H:26]([O:41][CH:42]2[CH2:47][CH2:46][CH2:45][CH2:44][O:43]2)[CH2:25]1)(=[O:22])[CH3:21]. The catalyst class is: 7. (8) Reactant: [Br:1]N1C(=O)CCC1=O.[C:9]([O:13][C:14](=[O:31])[N:15]([CH2:19][CH2:20][CH2:21][N:22]1[C:26]([NH2:27])=[C:25]([C:28](=[O:30])[NH2:29])[N:24]=[CH:23]1)[CH:16]([CH3:18])[CH3:17])([CH3:12])([CH3:11])[CH3:10]. Product: [C:9]([O:13][C:14](=[O:31])[N:15]([CH2:19][CH2:20][CH2:21][N:22]1[C:26]([NH2:27])=[C:25]([C:28](=[O:30])[NH2:29])[N:24]=[C:23]1[Br:1])[CH:16]([CH3:17])[CH3:18])([CH3:11])([CH3:12])[CH3:10]. The catalyst class is: 3.